The task is: Predict the reaction yield, written as a fraction of the theoretical maximum amount of product (1.0 means a 100% yield; for example, 0.34 means a 34% yield).. This data is from Reaction yield outcomes from USPTO patents with 853,638 reactions. (1) The reactants are [C:1]([O:5][C:6]([N:8]1[CH2:12][CH2:11][CH:10](O)[CH2:9]1)=[O:7])([CH3:4])([CH3:3])[CH3:2].ClC(Cl)(OC(=O)OC(Cl)(Cl)Cl)Cl.[NH2:26][C:27]1[CH:42]=[CH:41][CH:40]=[CH:39][C:28]=1[C:29]([NH:31][C:32]1[CH:37]=[CH:36][C:35]([Cl:38])=[CH:34][N:33]=1)=[O:30].[N-:43]=[C:44]=[O:45]. The catalyst is C(Cl)Cl.C(N(CC)CC)C. The product is [C:1]([O:5][C:6]([N:8]1[CH2:12][CH2:11][CH:10]([NH:43][C:44]([NH:26][C:27]2[CH:42]=[CH:41][CH:40]=[CH:39][C:28]=2[C:29]([NH:31][C:32]2[CH:37]=[CH:36][C:35]([Cl:38])=[CH:34][N:33]=2)=[O:30])=[O:45])[CH2:9]1)=[O:7])([CH3:4])([CH3:3])[CH3:2]. The yield is 0.350. (2) The reactants are FC1C=CC=CC=1NC(=S)NC1C=CC(C2C=C3C(CN([C@@H](C(C)C)C(O)=O)C3=O)=CC=2)=CC=1.[C:35]([C:37]1[CH:38]=[C:39]([NH:43][C:44](=[S:70])[NH:45][C:46]2[CH:51]=[CH:50][C:49]([C:52]3[CH:60]=[C:59]4[C:55]([CH2:56][N:57]([C@@H:62]([CH:67]([CH3:69])[CH3:68])[C:63]([O:65]C)=[O:64])[C:58]4=[O:61])=[CH:54][CH:53]=3)=[CH:48][CH:47]=2)[CH:40]=[CH:41][CH:42]=1)#[N:36]. No catalyst specified. The product is [C:35]([C:37]1[CH:38]=[C:39]([NH:43][C:44](=[S:70])[NH:45][C:46]2[CH:47]=[CH:48][C:49]([C:52]3[CH:60]=[C:59]4[C:55]([CH2:56][N:57]([C@@H:62]([CH:67]([CH3:68])[CH3:69])[C:63]([OH:65])=[O:64])[C:58]4=[O:61])=[CH:54][CH:53]=3)=[CH:50][CH:51]=2)[CH:40]=[CH:41][CH:42]=1)#[N:36]. The yield is 0.860.